This data is from Full USPTO retrosynthesis dataset with 1.9M reactions from patents (1976-2016). The task is: Predict the reactants needed to synthesize the given product. (1) Given the product [CH2:22]([O:24][C:25](=[O:31])/[CH:26]=[CH:27]/[C:28]([N:7]1[C:6]2[CH:9]=[CH:10][CH:11]=[C:12]([CH:13]([CH3:14])[CH3:15])[C:5]=2[O:4][CH:3]([CH2:1][CH3:2])[CH2:8]1)=[O:29])[CH3:23], predict the reactants needed to synthesize it. The reactants are: [CH2:1]([CH:3]1[CH2:8][NH:7][C:6]2[CH:9]=[CH:10][CH:11]=[C:12]([CH:13]([CH3:15])[CH3:14])[C:5]=2[O:4]1)[CH3:2].N1C=CC=CC=1.[CH2:22]([O:24][C:25](=[O:31])/[CH:26]=[CH:27]/[C:28](Cl)=[O:29])[CH3:23].O. (2) Given the product [F:26][CH:25]([F:27])[CH2:24][O:11][C:8]1[CH:9]=[CH:10][C:5]([C:3]([OH:2])=[O:4])=[N:6][CH:7]=1, predict the reactants needed to synthesize it. The reactants are: C[O:2][C:3]([C:5]1[CH:10]=[CH:9][C:8]([OH:11])=[CH:7][N:6]=1)=[O:4].C(=O)([O-])[O-].[Cs+].[Cs+].FC(F)(F)S(O[CH2:24][CH:25]([F:27])[F:26])(=O)=O.[Li+].[OH-].Cl. (3) Given the product [CH:14]1([CH2:21][C:22]([NH:1][C:2]2[CH:11]=[CH:10][CH:9]=[C:8]3[C:3]=2[CH:4]=[CH:5][N:6]([CH3:13])[C:7]3=[O:12])=[O:23])[CH2:20][CH2:19][CH2:18][CH2:17][CH2:16][CH2:15]1, predict the reactants needed to synthesize it. The reactants are: [NH2:1][C:2]1[CH:11]=[CH:10][CH:9]=[C:8]2[C:3]=1[CH:4]=[CH:5][N:6]([CH3:13])[C:7]2=[O:12].[CH:14]1([CH2:21][C:22](O)=[O:23])[CH2:20][CH2:19][CH2:18][CH2:17][CH2:16][CH2:15]1.F[P-](F)(F)(F)(F)F.FC(N(C)C)=[N+](C)C.C(N(CC)C(C)C)(C)C.C(Cl)Cl. (4) Given the product [CH2:1]([NH:8][C:9](=[O:32])[N:10]([C:12]1[CH:13]=[CH:14][C:15]([CH3:31])=[C:16]([C:18]2[CH:23]=[CH:22][C:21]([CH2:24][CH2:25][C:26]([O:28][CH2:29][CH3:30])=[O:27])=[CH:20][CH:19]=2)[CH:17]=1)[CH3:11])[CH2:2][CH2:3][CH2:4][CH2:5][CH2:6][CH3:7], predict the reactants needed to synthesize it. The reactants are: [CH2:1]([NH:8][C:9](=[O:32])[N:10]([C:12]1[CH:13]=[CH:14][C:15]([CH3:31])=[C:16]([C:18]2[CH:23]=[CH:22][C:21](/[CH:24]=[CH:25]/[C:26]([O:28][CH2:29][CH3:30])=[O:27])=[CH:20][CH:19]=2)[CH:17]=1)[CH3:11])[CH2:2][CH2:3][CH2:4][CH2:5][CH2:6][CH3:7]. (5) The reactants are: [NH:1]1[C:9]2[C:4](=[N:5][CH:6]=[CH:7][CH:8]=2)[CH:3]=[CH:2]1.O=[C:11]1[CH2:15][CH2:14][CH2:13][CH:12]1[NH:16][C:17](=[O:23])[O:18][C:19]([CH3:22])([CH3:21])[CH3:20]. Given the product [NH:1]1[C:9]2[C:4](=[N:5][CH:6]=[CH:7][CH:8]=2)[C:3]([C:14]2[CH2:13][CH:12]([NH:16][C:17](=[O:23])[O:18][C:19]([CH3:21])([CH3:20])[CH3:22])[CH2:11][CH:15]=2)=[CH:2]1.[NH:1]1[C:9]2[C:4](=[N:5][CH:6]=[CH:7][CH:8]=2)[C:3]([C:15]2[CH2:14][CH2:13][CH:12]([NH:16][C:17](=[O:23])[O:18][C:19]([CH3:21])([CH3:20])[CH3:22])[CH:11]=2)=[CH:2]1, predict the reactants needed to synthesize it. (6) Given the product [Cl:15][C:16]([Cl:21])([Cl:20])[C:17]([C:5]1[NH:4][C:3]([CH3:8])=[C:2]([F:1])[C:6]=1[F:7])=[O:18], predict the reactants needed to synthesize it. The reactants are: [F:1][C:2]1[C:6]([F:7])=[CH:5][NH:4][C:3]=1[CH3:8].C([O-])([O-])=O.[K+].[K+].[Cl:15][C:16]([Cl:21])([Cl:20])[C:17](Cl)=[O:18].C([O-])(O)=O.[Na+]. (7) Given the product [C:9]([O:8][C:6]([N:4]1[CH2:3][CH:2]([O:1][S:21]([CH3:20])(=[O:23])=[O:22])[CH2:5]1)=[O:7])([CH3:12])([CH3:11])[CH3:10], predict the reactants needed to synthesize it. The reactants are: [OH:1][CH:2]1[CH2:5][N:4]([C:6]([O:8][C:9]([CH3:12])([CH3:11])[CH3:10])=[O:7])[CH2:3]1.C(N(CC)CC)C.[CH3:20][S:21](Cl)(=[O:23])=[O:22]. (8) Given the product [CH2:14]([C:13]([C:11]1[O:12][C:8]2[CH:7]=[CH:6][C:5]([C:3]([OH:4])=[O:2])=[CH:33][C:9]=2[CH:10]=1)([C:16]1[CH:21]=[CH:20][C:19]([O:22][CH2:23][CH:24]([OH:29])[C:25]([CH3:27])([CH3:28])[CH3:26])=[C:18]([CH3:30])[CH:17]=1)[CH2:31][CH3:32])[CH3:15], predict the reactants needed to synthesize it. The reactants are: C[O:2][C:3]([C:5]1[CH:6]=[CH:7][C:8]2[O:12][C:11]([C:13]([CH2:31][CH3:32])([C:16]3[CH:21]=[CH:20][C:19]([O:22][CH2:23][CH:24]([OH:29])[C:25]([CH3:28])([CH3:27])[CH3:26])=[C:18]([CH3:30])[CH:17]=3)[CH2:14][CH3:15])=[CH:10][C:9]=2[CH:33]=1)=[O:4].[OH-].[Na+]. (9) Given the product [CH3:2][C:36]1[CH:37]=[C:38]([S:46]([N:49]2[CH2:50][CH2:51][C:52]3([C:56](=[O:57])[NH:55][CH2:54][CH2:53]3)[CH2:58][CH2:59]2)(=[O:47])=[O:48])[CH:39]=[C:40]([C:42]([F:44])([F:45])[F:43])[CH:41]=1, predict the reactants needed to synthesize it. The reactants are: Cl.[C:2]1(=O)C2(CCNCC2)CCN1.C(N(CC)CC)C.BrC1C=C(S(Cl)(=O)=O)C=C(C(F)(F)F)C=1.Br[C:36]1[CH:37]=[C:38]([S:46]([N:49]2[CH2:59][CH2:58][C:52]3([C:56](=[O:57])[NH:55][CH2:54][CH2:53]3)[CH2:51][CH2:50]2)(=[O:48])=[O:47])[CH:39]=[C:40]([C:42]([F:45])([F:44])[F:43])[CH:41]=1.C(=O)([O-])[O-].[K+].[K+].CB1OB(C)OB(C)O1.